Dataset: Peptide-MHC class II binding affinity with 134,281 pairs from IEDB. Task: Regression. Given a peptide amino acid sequence and an MHC pseudo amino acid sequence, predict their binding affinity value. This is MHC class II binding data. (1) The peptide sequence is KFTYLINYIQDEINT. The binding affinity (normalized) is 0.119. The MHC is HLA-DPA10201-DPB11401 with pseudo-sequence HLA-DPA10201-DPB11401. (2) The binding affinity (normalized) is 0. The MHC is HLA-DQA10201-DQB10303 with pseudo-sequence HLA-DQA10201-DQB10303. The peptide sequence is QGFIFFFLFNILTGK. (3) The peptide sequence is EAYKFIPSLETAV. The MHC is DRB1_0401 with pseudo-sequence DRB1_0401. The binding affinity (normalized) is 0.570. (4) The peptide sequence is KKWKYLNAVSLCILTIN. The MHC is DRB3_0301 with pseudo-sequence DRB3_0301. The binding affinity (normalized) is 0.500. (5) The peptide sequence is MSIYVYALPLKMLNI. The MHC is DRB4_0101 with pseudo-sequence DRB4_0103. The binding affinity (normalized) is 0.829.